Task: Predict the reaction yield, written as a fraction of the theoretical maximum amount of product (1.0 means a 100% yield; for example, 0.34 means a 34% yield).. Dataset: Reaction yield outcomes from USPTO patents with 853,638 reactions (1) The reactants are [CH3:1][CH2:2][O:3][C:4](/[C:6](/Cl)=[N:7]\[OH:8])=[O:5].[F:10][C:11]([F:16])([F:15])[C:12](Br)=[CH2:13]. The catalyst is CCOCC.CCOC(C)=O. The product is [F:10][C:11]([F:16])([F:15])[C:12]1[O:8][N:7]=[C:6]([C:4]([O:3][CH2:2][CH3:1])=[O:5])[CH:13]=1. The yield is 0.640. (2) The reactants are Br[C:2]1[CH:3]=[CH:4][C:5]2[O:11][CH2:10][CH2:9][N:8]3[C:12]([C:18]([NH:20][CH3:21])=[O:19])=[C:13]([C:15]([NH2:17])=[O:16])[N:14]=[C:7]3[C:6]=2[CH:22]=1.[N:23]1[CH:28]=[CH:27][CH:26]=[CH:25][C:24]=1[C:29]([OH:33])([C:31]#[CH:32])[CH3:30]. No catalyst specified. The product is [OH:33][C:29]([C:24]1[CH:25]=[CH:26][CH:27]=[CH:28][N:23]=1)([CH3:30])[C:31]#[C:32][C:2]1[CH:3]=[CH:4][C:5]2[O:11][CH2:10][CH2:9][N:8]3[C:12]([C:18]([NH:20][CH3:21])=[O:19])=[C:13]([C:15]([NH2:17])=[O:16])[N:14]=[C:7]3[C:6]=2[CH:22]=1. The yield is 0.170. (3) The reactants are [Br:1][C:2]1[CH:3]=[C:4]([C:8]2[N:17]=[C:16]([C:18]([OH:20])=O)[C:15]3[CH2:14][CH2:13][CH2:12][CH2:11][C:10]=3[N:9]=2)[CH:5]=[CH:6][CH:7]=1.[Cl-].[NH4+:22]. No catalyst specified. The product is [Br:1][C:2]1[CH:3]=[C:4]([C:8]2[N:17]=[C:16]([C:18]([NH2:22])=[O:20])[C:15]3[CH2:14][CH2:13][CH2:12][CH2:11][C:10]=3[N:9]=2)[CH:5]=[CH:6][CH:7]=1. The yield is 0.600. (4) The reactants are [F:1][C:2]1[C:10]([O:11][CH3:12])=[CH:9][CH:8]=[CH:7][C:3]=1[C:4]([OH:6])=O.[F:13][C:14]1[CH:19]=[CH:18][C:17]([NH:20][C:21]([C:23]2[C:27]([NH2:28])=[CH:26][NH:25][N:24]=2)=[O:22])=[CH:16][CH:15]=1.C(Cl)CCl.C1C=CC2N(O)N=NC=2C=1. The catalyst is CS(C)=O.O. The product is [F:13][C:14]1[CH:15]=[CH:16][C:17]([NH:20][C:21]([C:23]2[C:27]([NH:28][C:4](=[O:6])[C:3]3[CH:7]=[CH:8][CH:9]=[C:10]([O:11][CH3:12])[C:2]=3[F:1])=[CH:26][NH:25][N:24]=2)=[O:22])=[CH:18][CH:19]=1. The yield is 0.630. (5) The catalyst is C(#N)C.C1C=CC(P(C2C=CC=CC=2)[C-]2C=CC=C2)=CC=1.C1C=CC(P(C2C=CC=CC=2)[C-]2C=CC=C2)=CC=1.Cl[Pd]Cl.[Fe+2]. The product is [Cl:11][C:8]1[C:9]2[S:10][C:2]([C:20]3[CH2:25][CH2:24][N:23]([C:26]([O:28][C:29]([CH3:32])([CH3:31])[CH3:30])=[O:27])[CH2:22][CH:21]=3)=[CH:3][C:4]=2[N:5]=[CH:6][N:7]=1. The reactants are Br[C:2]1[S:10][C:9]2[C:8]([Cl:11])=[N:7][CH:6]=[N:5][C:4]=2[CH:3]=1.CC1(C)C(C)(C)OB([C:20]2[CH2:21][CH2:22][N:23]([C:26]([O:28][C:29]([CH3:32])([CH3:31])[CH3:30])=[O:27])[CH2:24][CH:25]=2)O1.C(=O)([O-])[O-].[K+].[K+]. The yield is 0.880. (6) The reactants are O=[C:2]([CH2:10][CH2:11][C:12](=O)[C:13]1[CH:18]=[CH:17][C:16]([N:19]2[CH2:23][CH2:22][O:21][C:20]2=[O:24])=[CH:15][CH:14]=1)[CH2:3][CH2:4][C:5]([O:7][CH2:8][CH3:9])=[O:6].[NH2:26][C:27]1[CH:35]=[CH:34][C:30]([C:31]([NH2:33])=[O:32])=[CH:29][C:28]=1[CH3:36]. The catalyst is CCO.C(S([O-])(=O)=O)(F)(F)F.C(S([O-])(=O)=O)(F)(F)F.[Zn+2]. The product is [C:31]([C:30]1[CH:34]=[CH:35][C:27]([N:26]2[C:12]([C:13]3[CH:18]=[CH:17][C:16]([N:19]4[CH2:23][CH2:22][O:21][C:20]4=[O:24])=[CH:15][CH:14]=3)=[CH:11][CH:10]=[C:2]2[CH2:3][CH2:4][C:5]([O:7][CH2:8][CH3:9])=[O:6])=[C:28]([CH3:36])[CH:29]=1)(=[O:32])[NH2:33]. The yield is 0.390.